Dataset: Reaction yield outcomes from USPTO patents with 853,638 reactions. Task: Predict the reaction yield, written as a fraction of the theoretical maximum amount of product (1.0 means a 100% yield; for example, 0.34 means a 34% yield). The reactants are [CH3:1][O:2][CH2:3][CH2:4][CH2:5][N:6]1[C:14]2[C:9](=[CH:10][CH:11]=[C:12]([C:15](OC)=[O:16])[CH:13]=2)[CH:8]=[N:7]1.[BH4-].[Na+]. The catalyst is CO. The product is [CH3:1][O:2][CH2:3][CH2:4][CH2:5][N:6]1[C:14]2[C:9](=[CH:10][CH:11]=[C:12]([CH2:15][OH:16])[CH:13]=2)[CH:8]=[N:7]1. The yield is 0.950.